Dataset: Forward reaction prediction with 1.9M reactions from USPTO patents (1976-2016). Task: Predict the product of the given reaction. (1) Given the reactants [Br:1][C:2]1[CH:3]=[C:4]([CH2:10][CH2:11][NH:12][CH:13]=O)[CH:5]=[CH:6][C:7]=1[O:8][CH3:9].C(Cl)(=O)C(Cl)=O.Cl, predict the reaction product. The product is: [Br:1][C:2]1[CH:3]=[C:4]2[C:5](=[CH:6][C:7]=1[O:8][CH3:9])[CH:13]=[N:12][CH2:11][CH2:10]2. (2) The product is: [Cl:19][C:20]1[C:27]([O:28][CH2:29][CH3:30])=[CH:26][C:23]([CH2:24][N:1]2[CH2:2][CH2:3][CH:4]([NH:7][C:8]3[O:9][C:10]4[C:11]([CH2:17][OH:18])=[N:12][CH:13]=[CH:14][C:15]=4[N:16]=3)[CH2:5][CH2:6]2)=[CH:22][C:21]=1[O:31][CH2:32][CH3:33]. Given the reactants [NH:1]1[CH2:6][CH2:5][CH:4]([NH:7][C:8]2[O:9][C:10]3[C:11]([CH2:17][OH:18])=[N:12][CH:13]=[CH:14][C:15]=3[N:16]=2)[CH2:3][CH2:2]1.[Cl:19][C:20]1[C:27]([O:28][CH2:29][CH3:30])=[CH:26][C:23]([CH:24]=O)=[CH:22][C:21]=1[O:31][CH2:32][CH3:33].C([BH3-])#N.[Na+].C(N(C(C)C)C(C)C)C, predict the reaction product.